Dataset: Full USPTO retrosynthesis dataset with 1.9M reactions from patents (1976-2016). Task: Predict the reactants needed to synthesize the given product. (1) The reactants are: C([NH:8][C@@H:9]([C@@H:13]([O:15][CH3:16])[CH3:14])[C:10](O)=O)(OC(C)(C)C)=O.[CH3:17][CH:18]([C:20]1[CH:21]=[C:22]([NH2:27])[C:23]([NH2:26])=[CH:24][CH:25]=1)[CH3:19]. Given the product [CH3:16][O:15][C@@H:13]([CH3:14])[C@@H:9]([C:10]1[NH:26][C:23]2[CH:24]=[CH:25][C:20]([CH:18]([CH3:19])[CH3:17])=[CH:21][C:22]=2[N:27]=1)[NH2:8], predict the reactants needed to synthesize it. (2) The reactants are: [F:1][C:2]1[CH:7]=[CH:6][C:5]([C:8]#[C:9][C:10]2[S:14][CH:13]=[N:12][C:11]=2[NH:15][C:16](=[O:22])[O:17][C:18]([CH3:21])([CH3:20])[CH3:19])=[CH:4][CH:3]=1.[Li]CCCC.[Cl:28]N1C(=O)CCC1=O. Given the product [Cl:28][C:13]1[S:14][C:10]([C:9]#[C:8][C:5]2[CH:6]=[CH:7][C:2]([F:1])=[CH:3][CH:4]=2)=[C:11]([NH:15][C:16](=[O:22])[O:17][C:18]([CH3:19])([CH3:21])[CH3:20])[N:12]=1, predict the reactants needed to synthesize it.